From a dataset of Peptide-MHC class II binding affinity with 134,281 pairs from IEDB. Regression. Given a peptide amino acid sequence and an MHC pseudo amino acid sequence, predict their binding affinity value. This is MHC class II binding data. (1) The peptide sequence is MGQLISFFGEIPSII. The MHC is DRB1_1302 with pseudo-sequence DRB1_1302. The binding affinity (normalized) is 0.174. (2) The peptide sequence is PDAEKIVAAVIEKKL. The MHC is DRB3_0202 with pseudo-sequence DRB3_0202. The binding affinity (normalized) is 0.211. (3) The binding affinity (normalized) is 0.120. The peptide sequence is CGSTDEYCSPDHNCQ. The MHC is DRB1_0701 with pseudo-sequence DRB1_0701.